From a dataset of Forward reaction prediction with 1.9M reactions from USPTO patents (1976-2016). Predict the product of the given reaction. (1) Given the reactants [C:1](=O)([O:27]C1C=CC([N+]([O-])=O)=CC=1)[O:2][CH:3]([C:23]([O:25][CH3:26])=[O:24])[CH2:4][C:5]1[CH:13]=[C:12]([CH3:14])[C:11]2[C:7](=[CH:8][N:9]([CH2:15][O:16][CH2:17][CH2:18][Si:19]([CH3:22])([CH3:21])[CH3:20])[N:10]=2)[CH:6]=1.Cl.[NH:39]1[CH2:44][CH2:43][CH:42]([C:45]2[C:46](=[O:55])[NH:47][C:48]3[C:53]([CH:54]=2)=[CH:52][CH:51]=[CH:50][CH:49]=3)[CH2:41][CH2:40]1.C(N(C(C)C)CC)(C)C, predict the reaction product. The product is: [O:55]=[C:46]1[C:45]([CH:42]2[CH2:43][CH2:44][N:39]([C:1]([O:2][C@H:3]([CH2:4][C:5]3[CH:13]=[C:12]([CH3:14])[C:11]4[C:7](=[CH:8][N:9]([CH2:15][O:16][CH2:17][CH2:18][Si:19]([CH3:21])([CH3:22])[CH3:20])[N:10]=4)[CH:6]=3)[C:23]([O:25][CH3:26])=[O:24])=[O:27])[CH2:40][CH2:41]2)=[CH:54][C:53]2[C:48](=[CH:49][CH:50]=[CH:51][CH:52]=2)[NH:47]1. (2) Given the reactants [CH2:1]([N:8]1[C@H:13]([CH2:14][NH:15][C@H:16]2[C:25]3[C:20](=[CH:21][CH:22]=[CH:23][CH:24]=3)[CH2:19][CH2:18][CH2:17]2)[CH2:12][N:11]2[CH2:26][CH2:27][CH2:28][C@@H:10]2[CH2:9]1)[C:2]1[CH:7]=[CH:6][CH:5]=[CH:4][CH:3]=1.[C:29](=[O:32])([O-])[OH:30].[Na+], predict the reaction product. The product is: [C:2]([O:30][C:29](=[O:32])[N:15]([CH2:14][C@@H:13]1[CH2:12][N:11]2[CH2:26][CH2:27][CH2:28][C@@H:10]2[CH2:9][N:8]1[CH2:1][C:2]1[CH:3]=[CH:4][CH:5]=[CH:6][CH:7]=1)[C@H:16]1[C:25]2[C:20](=[CH:21][CH:22]=[CH:23][CH:24]=2)[CH2:19][CH2:18][CH2:17]1)([CH3:7])([CH3:3])[CH3:1]. (3) Given the reactants [CH2:1]([O:3][C:4]1[CH:5]=[C:6]2[C:11](=[CH:12][C:13]=1[F:14])[N:10]=[C:9]([NH:15][CH2:16][CH3:17])[C:8]([CH:18]=[O:19])=[CH:7]2)[CH3:2].[BH4-].[Na+], predict the reaction product. The product is: [CH2:1]([O:3][C:4]1[CH:5]=[C:6]2[C:11](=[CH:12][C:13]=1[F:14])[N:10]=[C:9]([NH:15][CH2:16][CH3:17])[C:8]([CH2:18][OH:19])=[CH:7]2)[CH3:2]. (4) Given the reactants FC1C=C(N[C:25](=O)[CH2:26][C:27]([NH:29][C:30]2[CH:35]=[CH:34][C:33]([F:36])=[CH:32][CH:31]=2)=[O:28])C=CC=1OC1C=CN=C(NCCN2CCOCC2)C=1.[F:38]C(F)(F)C(O)=O.N[C:46]1[C:51](C2C=CC(CC(N)=O)=CC=2)=[C:50]([O:62][C:63]2[CH:68]=[CH:67][C:66]([NH:69][C:70](NC(=O)CC3C=CC(F)=CC=3)=[O:71])=[CH:65][C:64]=2[F:83])[CH:49]=[CH:48][N:47]=1.CCN([CH:90]([CH3:92])C)C(C)C.C[N:94]([CH:96]=[O:97])C, predict the reaction product. The product is: [F:83][C:64]1[CH:65]=[C:66]([NH:69][C:70]([C:26]2[C:27](=[O:28])[N:29]([C:30]3[CH:31]=[CH:32][C:33]([F:36])=[CH:34][CH:35]=3)[CH:90]=[CH:92][CH:25]=2)=[O:71])[C:67]([F:38])=[CH:68][C:63]=1[O:62][C:50]1[CH:49]=[CH:48][N:47]=[C:46]([C:96]([NH2:94])=[O:97])[CH:51]=1. (5) Given the reactants [C:1]([O:5][C:6]([N:8]1[CH2:13][CH2:12][CH:11]([N:14]2[CH:18]=[C:17]([C:19]3[CH:20]=[N:21][C:22]([NH2:34])=[C:23](B4OC(C)(C)C(C)(C)O4)[CH:24]=3)[CH:16]=[N:15]2)[CH2:10][CH2:9]1)=[O:7])([CH3:4])([CH3:3])[CH3:2].[F:35][C:36]1[C:45]2[C:40](=[CH:41][CH:42]=[CH:43][CH:44]=2)[CH:39]=[N:38][C:37]=1OS(C(F)(F)F)(=O)=O.O1CCOCC1.C([O-])([O-])=O.[Cs+].[Cs+].O, predict the reaction product. The product is: [C:1]([O:5][C:6]([N:8]1[CH2:13][CH2:12][CH:11]([N:14]2[CH:18]=[C:17]([C:19]3[CH:20]=[N:21][C:22]([NH2:34])=[C:23]([C:37]4[N:38]=[CH:39][C:40]5[C:45]([C:36]=4[F:35])=[CH:44][CH:43]=[CH:42][CH:41]=5)[CH:24]=3)[CH:16]=[N:15]2)[CH2:10][CH2:9]1)=[O:7])([CH3:4])([CH3:2])[CH3:3].